Dataset: Full USPTO retrosynthesis dataset with 1.9M reactions from patents (1976-2016). Task: Predict the reactants needed to synthesize the given product. (1) The reactants are: [Na].C[Si](N[Si](C)(C)C)(C)C.C1COCC1.[C:16]([CH:19]=[CH:20][C:21]1[CH:30]=[C:29]2[C:24]([C:25]([O:31][C:32]3[CH:37]=[CH:36][C:35](Cl)=[CH:34][C:33]=3F)=[N:26][CH:27]=[N:28]2)=[CH:23][C:22]=1[O:40][CH3:41])([OH:18])=[O:17].OC1C=C2C(=CC=1)[NH:48][C:47]([CH3:52])=[CH:46]2. Given the product [C:16]([CH:19]=[CH:20][C:21]1[CH:30]=[C:29]2[C:24]([C:25]([O:31][C:32]3[CH:37]=[C:36]4[C:35](=[CH:34][CH:33]=3)[NH:48][C:47]([CH3:52])=[CH:46]4)=[N:26][CH:27]=[N:28]2)=[CH:23][C:22]=1[O:40][CH3:41])([OH:18])=[O:17], predict the reactants needed to synthesize it. (2) Given the product [ClH:1].[Cl:1][C:2]1[CH:21]=[CH:20][C:19]([CH2:22][C@H:23]([OH:24])[CH2:25][NH:27][CH3:26])=[CH:18][C:3]=1[C:4]([NH:6][CH2:7][C:8]12[CH2:15][CH:14]3[CH2:16][CH:10]([CH2:11][CH:12]([CH2:13]3)[CH2:17]1)[CH2:9]2)=[O:5], predict the reactants needed to synthesize it. The reactants are: [Cl:1][C:2]1[CH:21]=[CH:20][C:19]([CH2:22][C@H:23]2[CH2:25][O:24]2)=[CH:18][C:3]=1[C:4]([NH:6][CH2:7][C:8]12[CH2:17][CH:12]3[CH2:13][CH:14]([CH2:16][CH:10]([CH2:11]3)[CH2:9]1)[CH2:15]2)=[O:5].[CH3:26][NH2:27].O1CCCC1.Cl. (3) Given the product [Cl:15][C:16]1[CH:23]=[CH:22][C:19]([CH:20]2[CH:9]([C:10]([O:12][CH3:13])=[O:11])[C:8](=[O:14])[C:3]3[C:2](=[CH:7][CH:6]=[CH:5][CH:4]=3)[O:1]2)=[CH:18][C:17]=1[C:24]([F:25])([F:26])[F:27], predict the reactants needed to synthesize it. The reactants are: [OH:1][C:2]1[CH:7]=[CH:6][CH:5]=[CH:4][C:3]=1[C:8](=[O:14])[CH2:9][C:10]([O:12][CH3:13])=[O:11].[Cl:15][C:16]1[CH:23]=[CH:22][C:19]([CH:20]=O)=[CH:18][C:17]=1[C:24]([F:27])([F:26])[F:25].N1CCCCC1.C(O)(=O)C. (4) Given the product [NH2:1][C:2]1[N:3]=[CH:4][C:5]([C:19]2[CH:20]=[C:21]([CH:33]=[CH:34][CH:35]=2)[C:22]([NH:24][CH2:25][C:26]2[CH:27]=[CH:28][CH:29]=[C:30]([Cl:36])[CH:31]=2)=[O:23])=[N:6][C:7]=1[C:8]1[NH:12][C:11]([C@H:13]2[CH2:18][CH2:17][CH2:16][NH:15][CH2:14]2)=[N:10][N:9]=1, predict the reactants needed to synthesize it. The reactants are: [NH2:1][C:2]1[N:3]=[CH:4][C:5]([C:19]2[CH:20]=[C:21]([CH:33]=[CH:34][CH:35]=2)[C:22]([NH:24][CH2:25][C:26]2[CH:31]=[CH:30][C:29](Cl)=[CH:28][CH:27]=2)=[O:23])=[N:6][C:7]=1[C:8]1[NH:12][C:11]([C@H:13]2[CH2:18][CH2:17][CH2:16][NH:15][CH2:14]2)=[N:10][N:9]=1.[ClH:36]. (5) Given the product [O:27]=[C:25]1[C:23]2[CH:22]=[CH:21][N:20]=[C:19]3[NH:18][CH:17]=[C:16]([C:24]=23)[CH2:15][N:14]1[CH:10]1[CH2:11][CH2:12][CH2:13][N:8]([C:6]([O:5][C:1]([CH3:2])([CH3:3])[CH3:4])=[O:7])[CH2:9]1, predict the reactants needed to synthesize it. The reactants are: [C:1]([O:5][C:6]([N:8]1[CH2:13][CH2:12][CH2:11][CH:10]([NH:14][CH2:15][C:16]2[C:24]3[C:23]([C:25]([OH:27])=O)=[CH:22][CH:21]=[N:20][C:19]=3[NH:18][CH:17]=2)[CH2:9]1)=[O:7])([CH3:4])([CH3:3])[CH3:2].CN(C(ON1N=NC2C=CC=NC1=2)=[N+](C)C)C.F[P-](F)(F)(F)(F)F. (6) Given the product [NH2:1][C:2]1[N:3]=[C:4]([NH:18][CH2:19][C:20]2[CH:31]=[CH:30][C:23]([CH2:24][N:25]([CH2:28][CH3:29])[CH2:26][CH3:27])=[CH:22][CH:21]=2)[C:5]([C:13]#[N:14])=[C:6]([C:8]2[O:9][CH:10]=[CH:11][CH:12]=2)[N:7]=1, predict the reactants needed to synthesize it. The reactants are: [NH2:1][C:2]1[N:7]=[C:6]([C:8]2[O:9][CH:10]=[CH:11][CH:12]=2)[C:5]([C:13]#[N:14])=[C:4](S(C)=O)[N:3]=1.[NH2:18][CH2:19][C:20]1[CH:31]=[CH:30][C:23]([CH2:24][N:25]([CH2:28][CH3:29])[CH2:26][CH3:27])=[CH:22][CH:21]=1.C1CCN2C(=NCCC2)CC1. (7) The reactants are: [F:1][C:2]1[C:3]([NH:32][C@@H:33]2[CH2:38][CH2:37][CH2:36][C@H:35]([NH:39]C(=O)OC(C)(C)C)[CH2:34]2)=[N:4][C:5]([C:12]2[C:20]3[C:15](=[N:16][CH:17]=[C:18]([F:21])[CH:19]=3)[N:14]([S:22]([C:25]3[CH:31]=[CH:30][C:28]([CH3:29])=[CH:27][CH:26]=3)(=[O:24])=[O:23])[CH:13]=2)=[C:6]([C:8]([F:11])([F:10])[F:9])[CH:7]=1.C(O)(C(F)(F)F)=O. Given the product [F:1][C:2]1[C:3]([NH:32][C@H:33]2[CH2:38][CH2:37][CH2:36][C@@H:35]([NH2:39])[CH2:34]2)=[N:4][C:5]([C:12]2[C:20]3[C:15](=[N:16][CH:17]=[C:18]([F:21])[CH:19]=3)[N:14]([S:22]([C:25]3[CH:26]=[CH:27][C:28]([CH3:29])=[CH:30][CH:31]=3)(=[O:24])=[O:23])[CH:13]=2)=[C:6]([C:8]([F:9])([F:10])[F:11])[CH:7]=1, predict the reactants needed to synthesize it. (8) Given the product [Cl:23][C:17]1[CH:18]=[C:19]([Cl:22])[CH:20]=[CH:21][C:16]=1[C:15]([N:10]([CH2:11][CH2:12][O:13][CH3:14])[C:9]1[CH:8]=[C:7]([C:25]#[C:26][C:27]([CH3:30])([CH3:29])[CH3:28])[S:6][C:5]=1[C:3]([OH:4])=[O:2])=[O:24], predict the reactants needed to synthesize it. The reactants are: C[O:2][C:3]([C:5]1[S:6][C:7]([C:25]#[C:26][C:27]([CH3:30])([CH3:29])[CH3:28])=[CH:8][C:9]=1[N:10]([C:15](=[O:24])[C:16]1[CH:21]=[CH:20][C:19]([Cl:22])=[CH:18][C:17]=1[Cl:23])[CH2:11][CH2:12][O:13][CH3:14])=[O:4].C1COCC1.O.[OH-].[Li+].Cl. (9) Given the product [CH2:15]([O:17][C:18]([C:20]1([CH2:35][O:14][C:11]2[CH:10]=[N:9][C:8]([C:5]3[CH:4]=[CH:3][C:2]([Cl:1])=[CH:7][CH:6]=3)=[CH:13][N:12]=2)[CH2:24][CH2:23][N:22]([C:25](=[O:34])[C:26]2[CH:31]=[CH:30][CH:29]=[CH:28][C:27]=2[O:32][CH3:33])[CH2:21]1)=[O:19])[CH3:16], predict the reactants needed to synthesize it. The reactants are: [Cl:1][C:2]1[CH:7]=[CH:6][C:5]([C:8]2[N:9]=[CH:10][C:11]([OH:14])=[N:12][CH:13]=2)=[CH:4][CH:3]=1.[CH2:15]([O:17][C:18]([C:20]1([CH2:35]I)[CH2:24][CH2:23][N:22]([C:25](=[O:34])[C:26]2[CH:31]=[CH:30][CH:29]=[CH:28][C:27]=2[O:32][CH3:33])[CH2:21]1)=[O:19])[CH3:16].